Dataset: Full USPTO retrosynthesis dataset with 1.9M reactions from patents (1976-2016). Task: Predict the reactants needed to synthesize the given product. (1) The reactants are: [Cl:1][C:2]1[CH:3]=[C:4]([CH2:9][N:10]2[C:14]([CH3:15])=[C:13]([C:16]([NH:18][C:19]3[S:20][C:21]([C:25]([O:27]CC)=[O:26])=[C:22]([CH3:24])[N:23]=3)=[O:17])[N:12]=[N:11]2)[CH:5]=[CH:6][C:7]=1[Cl:8].[OH-].[Na+]. Given the product [Cl:1][C:2]1[CH:3]=[C:4]([CH2:9][N:10]2[C:14]([CH3:15])=[C:13]([C:16]([NH:18][C:19]3[S:20][C:21]([C:25]([OH:27])=[O:26])=[C:22]([CH3:24])[N:23]=3)=[O:17])[N:12]=[N:11]2)[CH:5]=[CH:6][C:7]=1[Cl:8], predict the reactants needed to synthesize it. (2) Given the product [Br:1][C:2]1[N:6]([CH2:7][CH:8]2[CH2:9][CH2:10][CH2:11][CH2:12][CH2:13]2)[N:5]=[C:4]([C:14]([NH2:18])=[O:16])[N:3]=1, predict the reactants needed to synthesize it. The reactants are: [Br:1][C:2]1[N:6]([CH2:7][CH:8]2[CH2:13][CH2:12][CH2:11][CH2:10][CH2:9]2)[N:5]=[C:4]([C:14]([O:16]C)=O)[N:3]=1.[NH3:18].CO.